Dataset: Catalyst prediction with 721,799 reactions and 888 catalyst types from USPTO. Task: Predict which catalyst facilitates the given reaction. (1) Reactant: CC1(C)COB([C:8]2[CH:17]=[CH:16][C:11]([C:12]([O:14][CH3:15])=[O:13])=[CH:10][C:9]=2[C:18]([N:20]2[CH2:29][CH2:28][C:27]3[C:22](=[CH:23][CH:24]=[CH:25][CH:26]=3)[CH2:21]2)=[O:19])OC1.Br[C:32]1[N:33]([CH2:48][O:49][CH2:50][CH2:51][Si:52]([CH3:55])([CH3:54])[CH3:53])[CH:34]=[C:35]([C:37]([N:39]([CH2:44][CH2:45][CH2:46][CH3:47])[CH2:40][CH2:41][CH2:42][CH3:43])=[O:38])[N:36]=1.[O-]P([O-])([O-])=O.[K+].[K+].[K+]. Product: [CH2:40]([N:39]([CH2:44][CH2:45][CH2:46][CH3:47])[C:37]([C:35]1[N:36]=[C:32]([C:8]2[CH:17]=[CH:16][C:11]([C:12]([O:14][CH3:15])=[O:13])=[CH:10][C:9]=2[C:18]([N:20]2[CH2:29][CH2:28][C:27]3[C:22](=[CH:23][CH:24]=[CH:25][CH:26]=3)[CH2:21]2)=[O:19])[N:33]([CH2:48][O:49][CH2:50][CH2:51][Si:52]([CH3:55])([CH3:54])[CH3:53])[CH:34]=1)=[O:38])[CH2:41][CH2:42][CH3:43]. The catalyst class is: 75. (2) Reactant: [NH2:1][C:2]1[CH:7]=[CH:6][C:5]([S:8][C:9]([CH3:16])([CH3:15])[C:10]([O:12][CH2:13][CH3:14])=[O:11])=[CH:4][CH:3]=1.Cl[CH2:18][CH2:19][N:20]1[C:29](=[O:30])[C:28]2[C:23](=[CH:24][CH:25]=[CH:26][CH:27]=2)[N:22]=[C:21]1[CH2:31][CH3:32].[I-].[K+:34]. Product: [CH2:13]([O:12][C:10](=[O:11])[C:9]([S:8][C:5]1[CH:6]=[CH:7][C:2]([NH:1][CH2:18][CH2:19][N:20]2[C:29](=[O:30])[C:28]3[C:23](=[CH:24][CH:25]=[CH:26][CH:27]=3)[N:22]=[C:21]2[CH2:31][CH3:32])=[CH:3][CH:4]=1)([CH3:15])[CH3:16])[CH3:14].[C:10](=[O:11])([O-:30])[O-:12].[K+:34].[K+:34]. The catalyst class is: 11. (3) Reactant: FC(F)(F)C(O)=O.C([SiH](C(C)C)C(C)C)(C)C.[CH2:18]([C@@H:25]([C:83](=[O:158])[NH:84][CH2:85][C:86](=[O:157])[N:87]([CH3:156])[C@@H:88]([CH2:152][CH:153]([CH3:155])[CH3:154])[C:89](=[O:151])[N:90]([CH3:150])[C@@H:91]([CH:147]([CH3:149])[CH3:148])[C:92](=[O:146])[NH:93][C@@H:94]([CH2:139][C:140]1[CH:145]=[CH:144][CH:143]=[CH:142][CH:141]=1)[C:95](=[O:138])[NH:96][C@H:97]([C:113](=[O:137])[N:114]([CH3:136])[C@@H:115]([CH2:129][C:130]1[CH:135]=[CH:134][CH:133]=[CH:132][CH:131]=1)[C:116](=[O:128])[NH:117][C@@H:118]([CH3:127])[C:119](=[O:126])[N:120]1[CH2:125][CH2:124][CH2:123][CH2:122][CH2:121]1)[CH2:98][C:99]([O:101][C:102]1[C:107]([CH3:108])=[CH:106][CH:105]=[CH:104][C:103]=1[S:109][S:110][CH2:111][CH3:112])=[O:100])[N:26]([CH3:82])[C:27](=[O:81])[C@H:28]([C@H:59]([O:61]C(C1C=CC=CC=1)(C1C=CC=CC=1)C1C=CC=CC=1)[CH3:60])[NH:29][C:30](=[O:58])[C@H:31]([CH2:54][CH:55]([CH3:57])[CH3:56])[N:32]([CH3:53])[C:33](=[O:52])[C@H:34]([CH:49]([CH3:51])[CH3:50])[NH:35][C:36](=[O:48])[C@H:37]([CH3:47])[N:38](C)[C:39](=O)OC(C)(C)C)[C:19]1[CH:24]=[CH:23][CH:22]=[CH:21][CH:20]=1. Product: [CH2:18]([C@@H:25]([C:83](=[O:158])[NH:84][CH2:85][C:86](=[O:157])[N:87]([CH3:156])[C@@H:88]([CH2:152][CH:153]([CH3:155])[CH3:154])[C:89](=[O:151])[N:90]([CH3:150])[C@@H:91]([CH:147]([CH3:149])[CH3:148])[C:92](=[O:146])[NH:93][C@@H:94]([CH2:139][C:140]1[CH:145]=[CH:144][CH:143]=[CH:142][CH:141]=1)[C:95](=[O:138])[NH:96][C@H:97]([C:113](=[O:137])[N:114]([CH3:136])[C@@H:115]([CH2:129][C:130]1[CH:131]=[CH:132][CH:133]=[CH:134][CH:135]=1)[C:116](=[O:128])[NH:117][C@@H:118]([CH3:127])[C:119](=[O:126])[N:120]1[CH2:125][CH2:124][CH2:123][CH2:122][CH2:121]1)[CH2:98][C:99]([O:101][C:102]1[C:107]([CH3:108])=[CH:106][CH:105]=[CH:104][C:103]=1[S:109][S:110][CH2:111][CH3:112])=[O:100])[N:26]([CH3:82])[C:27](=[O:81])[C@H:28]([C@H:59]([OH:61])[CH3:60])[NH:29][C:30](=[O:58])[C@H:31]([CH2:54][CH:55]([CH3:57])[CH3:56])[N:32]([CH3:53])[C:33](=[O:52])[C@H:34]([CH:49]([CH3:50])[CH3:51])[NH:35][C:36](=[O:48])[C@H:37]([CH3:47])[NH:38][CH3:39])[C:19]1[CH:20]=[CH:21][CH:22]=[CH:23][CH:24]=1. The catalyst class is: 4. (4) Reactant: C1(O[C:8](=[O:24])[NH:9][C:10]2[S:14][N:13]=[C:12]([S:15][CH2:16][CH2:17][CH2:18][CH2:19][CH3:20])[C:11]=2[C:21](=[O:23])[NH2:22])C=CC=CC=1.[NH2:25][CH2:26][CH2:27][CH2:28][N:29]1[CH2:33][CH2:32][CH2:31][CH2:30]1.[OH-].[Na+]. Product: [CH2:16]([S:15][C:12]1[C:11]([C:21]([NH2:22])=[O:23])=[C:10]([NH:9][C:8]([NH:25][CH2:26][CH2:27][CH2:28][N:29]2[CH2:33][CH2:32][CH2:31][CH2:30]2)=[O:24])[S:14][N:13]=1)[CH2:17][CH2:18][CH2:19][CH3:20]. The catalyst class is: 7. (5) Reactant: [Br:1][C:2]1[CH:3]=[CH:4][C:5]([CH:8]2[CH2:12][CH2:11][CH2:10][NH:9]2)=[N:6][CH:7]=1.CCN(C(C)C)C(C)C.[C:22](Cl)([O:24][CH2:25][C:26]1[CH:31]=[CH:30][CH:29]=[CH:28][CH:27]=1)=[O:23]. Product: [Br:1][C:2]1[CH:3]=[CH:4][C:5]([CH:8]2[CH2:12][CH2:11][CH2:10][N:9]2[C:22]([O:24][CH2:25][C:26]2[CH:31]=[CH:30][CH:29]=[CH:28][CH:27]=2)=[O:23])=[N:6][CH:7]=1. The catalyst class is: 2. (6) Reactant: C([O:5][C:6]([N:8]1[CH2:12][CH2:11][CH2:10][CH:9]1[C:13]1[NH:14][C:15]([C:18]2[CH:27]=[CH:26][C:25]3[C:20](=[CH:21][CH:22]=[C:23]([C:28]4[CH:33]=[CH:32][C:31]([C:34]5[NH:35][C:36]([CH:39]6[CH:44]7[CH2:45][CH:41]([CH2:42][CH2:43]7)[N:40]6[C:46](=[O:59])[CH:47]([NH:54][C:55]([O:57][CH3:58])=[O:56])[CH:48]6[CH2:53][CH2:52][O:51][CH2:50][CH2:49]6)=[N:37][CH:38]=5)=[CH:30][CH:29]=4)[CH:24]=3)[CH:19]=2)=[CH:16][N:17]=1)=O)(C)(C)C.Cl.[CH3:61][O:62][C:63]([NH:65][CH:66]([C:70]1[CH:75]=[CH:74][CH:73]=[CH:72][CH:71]=1)C(O)=O)=[O:64].CCN(C(C)C)C(C)C.CCOC(C(C#N)=NOC(N1CCOCC1)=[N+](C)C)=O.F[P-](F)(F)(F)(F)F. Product: [CH3:58][O:57][C:55](=[O:56])[NH:54][CH:47]([CH:48]1[CH2:53][CH2:52][O:51][CH2:50][CH2:49]1)[C:46]([N:40]1[CH:39]([C:36]2[NH:35][C:34]([C:31]3[CH:30]=[CH:29][C:28]([C:23]4[CH:22]=[CH:21][C:20]5[C:25](=[CH:26][CH:27]=[C:18]([C:15]6[NH:14][C:13]([CH:9]7[CH2:10][CH2:11][CH2:12][N:8]7[C:6](=[O:5])[CH:66]([NH:65][C:63]([O:62][CH3:61])=[O:64])[C:70]7[CH:75]=[CH:74][CH:73]=[CH:72][CH:71]=7)=[N:17][CH:16]=6)[CH:19]=5)[CH:24]=4)=[CH:33][CH:32]=3)=[CH:38][N:37]=2)[CH:44]2[CH2:43][CH:42]1[CH2:41][CH2:45]2)=[O:59]. The catalyst class is: 61. (7) Reactant: [O-][N+:2]1[O:3][N:4]=[C:5]2[CH:14]=[C:13]3[C:8]([CH2:9][CH2:10][CH:11]([N:15]4[CH2:20][CH2:19][N:18]([C:21]([O:23][C:24]([CH3:27])([CH3:26])[CH3:25])=[O:22])[CH2:17][CH2:16]4)[CH2:12]3)=[CH:7][C:6]=12.C1(P(C2C=CC=CC=2)C2C=CC=CC=2)C=CC=CC=1. The catalyst class is: 1. Product: [N:2]1[O:3][N:4]=[C:5]2[CH:14]=[C:13]3[C:8]([CH2:9][CH2:10][CH:11]([N:15]4[CH2:16][CH2:17][N:18]([C:21]([O:23][C:24]([CH3:27])([CH3:26])[CH3:25])=[O:22])[CH2:19][CH2:20]4)[CH2:12]3)=[CH:7][C:6]=12. (8) Reactant: [CH2:1]([NH2:4])[CH2:2][NH2:3].[C:5]([OH:9])(=[O:8])[CH:6]=[CH2:7].[C:10]([OH:14])(=[O:13])[CH:11]=[CH2:12].[C:15]([OH:19])(=[O:18])[CH:16]=[CH2:17].[CH2:20]([C:22]([CH2:27][OH:28])([CH2:25][OH:26])[CH2:23][CH3:24])[OH:21]. Product: [CH2:20]([C:22]([CH2:27][OH:28])([CH2:25][OH:26])[CH2:23][CH3:24])[OH:21].[C:5]([OH:9])(=[O:8])[CH:6]=[CH2:7].[C:10]([OH:14])(=[O:13])[CH:11]=[CH2:12].[C:15]([OH:19])(=[O:18])[CH:16]=[CH2:17].[CH2:20]([C:22]([CH2:27][OH:28])([CH2:25][OH:26])[CH2:23][CH3:24])[OH:21].[CH2:1]([NH2:4])[CH2:2][NH2:3]. The catalyst class is: 5. (9) Reactant: [H-].[Na+].[C:3]1(=[O:9])[CH2:8][CH2:7][CH2:6][CH2:5][CH2:4]1.Cl[CH2:11][C:12]([O:14]COC)=[CH2:13]. Product: [O:14]=[C:12]([CH3:13])[CH2:11][CH:4]1[CH2:5][CH2:6][CH2:7][CH2:8][C:3]1=[O:9]. The catalyst class is: 3.